From a dataset of Retrosynthesis with 50K atom-mapped reactions and 10 reaction types from USPTO. Predict the reactants needed to synthesize the given product. (1) Given the product CCOc1ccc2c(c1-c1ncnc3c(C(=O)NC4CCN(C(=O)CC)CC4)c[nH]c13)OCO2, predict the reactants needed to synthesize it. The reactants are: CCC(=O)Cl.CCOc1ccc2c(c1-c1ncnc3c(C(=O)NC4CCNCC4)c[nH]c13)OCO2. (2) Given the product C[C@@H](NC(=O)C(C)(C)C)c1ccccc1, predict the reactants needed to synthesize it. The reactants are: CC(C)(C)C(=O)Cl.C[C@@H](N)c1ccccc1. (3) Given the product CCCCCCCC(Sc1ccc(CCC)cc1)C(=O)OCC, predict the reactants needed to synthesize it. The reactants are: CCCCCCCC(Br)C(=O)OCC.CCCc1ccc(S)cc1.